Dataset: Full USPTO retrosynthesis dataset with 1.9M reactions from patents (1976-2016). Task: Predict the reactants needed to synthesize the given product. (1) Given the product [F:19][C:16]1[C:12]2[N:13]=[CH:14][O:15][C:11]=2[C:10]([NH:6][S:3](=[O:5])(=[O:4])[N:2]([CH3:29])[CH3:1])=[C:9]([NH:8][C:20]2[CH:25]=[CH:24][C:23]([Br:26])=[CH:22][C:21]=2[F:27])[C:17]=1[F:18], predict the reactants needed to synthesize it. The reactants are: [CH3:1][N:2]([CH3:29])[S:3]([N:6]1[C:10]2[C:11]3[O:15][CH:14]=[N:13][C:12]=3[C:16]([F:19])=[C:17]([F:18])[C:9]=2[N:8]([C:20]2[CH:25]=[CH:24][C:23]([Br:26])=[CH:22][C:21]=2[F:27])C1=O)(=[O:5])=[O:4].[K].FC1C2N=COC=2C(NS(C2CC2)(=O)=O)=C(NC2C=CC(I)=CC=2F)C=1F. (2) The reactants are: [CH:1]([Mg]Br)([CH3:3])[CH3:2].[Cl:6][C:7]1[CH:14]=[CH:13][C:10]([C:11]#[N:12])=[CH:9][CH:8]=1.CO.[BH4-].[Na+]. Given the product [Cl:6][C:7]1[CH:14]=[CH:13][C:10]([CH:11]([NH2:12])[CH:1]([CH3:3])[CH3:2])=[CH:9][CH:8]=1, predict the reactants needed to synthesize it. (3) Given the product [CH:20]1([C:16]2[CH:15]=[C:14]([C:23]([O:25][CH2:26][CH3:27])=[O:24])[C:13](=[O:28])[N:12]3[C:17]=2[C:18]([CH3:19])=[C:9]([C:5]2[CH:6]=[CH:7][CH:8]=[C:3]([CH2:2][NH:30][CH3:29])[CH:4]=2)[CH:10]=[CH:11]3)[CH2:21][CH2:22]1, predict the reactants needed to synthesize it. The reactants are: Br[CH2:2][C:3]1[CH:4]=[C:5]([C:9]2[CH:10]=[CH:11][N:12]3[C:17]([C:18]=2[CH3:19])=[C:16]([CH:20]2[CH2:22][CH2:21]2)[CH:15]=[C:14]([C:23]([O:25][CH2:26][CH3:27])=[O:24])[C:13]3=[O:28])[CH:6]=[CH:7][CH:8]=1.[CH3:29][NH2:30]. (4) Given the product [N:16]1[CH:17]=[CH:18][CH:22]=[CH:21][C:19]=1[C:2]1[CH:7]=[CH:6][C:5]([CH2:8][C:9]([O:11][CH3:12])=[O:10])=[CH:4][CH:3]=1, predict the reactants needed to synthesize it. The reactants are: Br[C:2]1[CH:7]=[CH:6][C:5]([CH2:8][C:9]([O:11][CH3:12])=[O:10])=[CH:4][CH:3]=1.C([N:16]([CH:19]([CH3:21])C)[CH2:17][CH3:18])(C)C.[C:22]1(C)C=CC=CC=1. (5) Given the product [CH2:38]([O:40][C:41]([C@@H:43]1[CH2:47][CH2:46][C@H:45]([NH:48][C:49]2[CH:54]=[CH:53][C:52]([C:55]3[N:58]=[C:7]([C:4]4[CH:3]=[CH:2][C:1]([C:10]5[CH:15]=[CH:14][CH:13]=[CH:12][CH:11]=5)=[CH:6][CH:5]=4)[O:9][N:56]=3)=[CH:51][C:50]=2[CH3:59])[CH2:44]1)=[O:42])[CH3:39], predict the reactants needed to synthesize it. The reactants are: [C:1]1([C:10]2[CH:15]=[CH:14][CH:13]=[CH:12][CH:11]=2)[CH:6]=[CH:5][C:4]([C:7]([OH:9])=O)=[CH:3][CH:2]=1.C1C=CC2N(O)N=NC=2C=1.CCN=C=NCCCN(C)C.Cl.[CH2:38]([O:40][C:41]([C@@H:43]1[CH2:47][CH2:46][C@H:45]([NH:48][C:49]2[CH:54]=[CH:53][C:52]([C:55](=[NH:58])[NH:56]O)=[CH:51][C:50]=2[CH3:59])[CH2:44]1)=[O:42])[CH3:39]. (6) Given the product [NH2:1][C:2]1[N:3]=[C:4]([C:21]2[CH:26]=[CH:25][CH:24]=[CH:23][CH:22]=2)[C:5]([C:11]2[CH:12]=[CH:13][C:14](=[O:20])[N:15]([CH:17]([CH3:19])[CH3:18])[N:16]=2)=[C:6]([N:27]2[CH:31]=[N:30][CH:29]=[N:28]2)[N:7]=1, predict the reactants needed to synthesize it. The reactants are: [NH2:1][C:2]1[N:7]=[C:6](S(C)=O)[C:5]([C:11]2[CH:12]=[CH:13][C:14](=[O:20])[N:15]([CH:17]([CH3:19])[CH3:18])[N:16]=2)=[C:4]([C:21]2[CH:26]=[CH:25][CH:24]=[CH:23][CH:22]=2)[N:3]=1.[NH:27]1[CH:31]=[N:30][CH:29]=[N:28]1. (7) Given the product [Cl:5][CH2:4][CH2:3][CH2:2][NH:10][C:6]([CH3:9])([CH3:8])[CH3:7], predict the reactants needed to synthesize it. The reactants are: Br[CH2:2][CH2:3][CH2:4][Cl:5].[C:6]([NH2:10])([CH3:9])([CH3:8])[CH3:7].